This data is from Full USPTO retrosynthesis dataset with 1.9M reactions from patents (1976-2016). The task is: Predict the reactants needed to synthesize the given product. (1) The reactants are: [CH2:1]([N:8]1[CH2:13][CH2:12][NH:11][C@H:10]([CH2:14][C:15]2[CH:20]=[CH:19][C:18]([OH:21])=[CH:17][CH:16]=2)[CH2:9]1)[C:2]1[CH:7]=[CH:6][CH:5]=[CH:4][CH:3]=1.C(N(CC)C(C)C)(C)C.[C:31](O[C:31]([O:33][C:34]([CH3:37])([CH3:36])[CH3:35])=[O:32])([O:33][C:34]([CH3:37])([CH3:36])[CH3:35])=[O:32]. Given the product [CH2:1]([N:8]1[CH2:13][CH2:12][N:11]([C:31]([O:33][C:34]([CH3:37])([CH3:36])[CH3:35])=[O:32])[C@H:10]([CH2:14][C:15]2[CH:16]=[CH:17][C:18]([OH:21])=[CH:19][CH:20]=2)[CH2:9]1)[C:2]1[CH:3]=[CH:4][CH:5]=[CH:6][CH:7]=1, predict the reactants needed to synthesize it. (2) Given the product [Cl:1][C:2]1[CH:3]=[N:4][CH:5]=[C:6]([Cl:26])[C:7]=1[CH2:8][C@@H:9]([C:11]1[CH:16]=[CH:15][C:14]([O:17][CH:18]([F:20])[F:19])=[C:13]([O:21][CH2:22][CH:23]2[CH2:25][CH2:24]2)[CH:12]=1)[O:10][C:43](=[O:44])[CH2:42][CH2:41][S:38]([C:32]1[CH:33]=[CH:34][CH:35]=[CH:36][CH:37]=1)(=[O:40])=[O:39], predict the reactants needed to synthesize it. The reactants are: [Cl:1][C:2]1[CH:3]=[N+:4]([O-])[CH:5]=[C:6]([Cl:26])[C:7]=1[CH2:8][C@@H:9]([C:11]1[CH:16]=[CH:15][C:14]([O:17][CH:18]([F:20])[F:19])=[C:13]([O:21][CH2:22][CH:23]2[CH2:25][CH2:24]2)[CH:12]=1)[OH:10].C(Cl)CCl.[C:32]1([S:38]([CH2:41][CH2:42][C:43](O)=[O:44])(=[O:40])=[O:39])[CH:37]=[CH:36][CH:35]=[CH:34][CH:33]=1. (3) Given the product [NH2:26][C:23]1[CH:24]=[CH:25][C:20]([O:19][C:2]2[CH:3]=[CH:4][C:5]([N+:12]([O-:14])=[O:13])=[C:6]([CH:11]=2)[C:7]([O:9][CH3:10])=[O:8])=[CH:21][CH:22]=1, predict the reactants needed to synthesize it. The reactants are: F[C:2]1[CH:3]=[CH:4][C:5]([N+:12]([O-:14])=[O:13])=[C:6]([CH:11]=1)[C:7]([O:9][CH3:10])=[O:8].S([O:19][C:20]1[CH:25]=[CH:24][C:23]([NH2:26])=[CH:22][CH:21]=1)(O)(=O)=O.C([O-])([O-])=O.[K+].[K+].C1OCCOCCOCCOCCOCCOC1.